Predict which catalyst facilitates the given reaction. From a dataset of Catalyst prediction with 721,799 reactions and 888 catalyst types from USPTO. (1) Reactant: [CH3:1][O:2][C:3]1[CH:4]=[C:5]([CH:10]=[CH:11][C:12]=1[O:13][CH2:14][CH2:15][O:16][CH3:17])[C:6]([O:8][CH3:9])=[O:7].[N+:18]([O-])([OH:20])=[O:19]. Product: [CH3:1][O:2][C:3]1[C:12]([O:13][CH2:14][CH2:15][O:16][CH3:17])=[CH:11][C:10]([N+:18]([O-:20])=[O:19])=[C:5]([CH:4]=1)[C:6]([O:8][CH3:9])=[O:7]. The catalyst class is: 15. (2) Reactant: [C:1]([O:5][C:6]([N:8]1[CH2:13][CH2:12][CH:11]([CH2:14][CH2:15][C:16]([N:18]2[CH2:23][CH2:22][CH2:21][C@@H:20]([C:24](=[O:39])[NH:25][C@H:26]([C:32]3[CH:33]=[N:34][CH:35]=[C:36]([OH:38])[CH:37]=3)[CH2:27][C:28]([O:30][CH3:31])=[O:29])[CH2:19]2)=[O:17])[CH2:10][CH2:9]1)=[O:7])([CH3:4])([CH3:3])[CH3:2].[H-].[Na+].[Br:42][C:43]1[CH:50]=[C:49]([CH2:51]Br)[CH:48]=[CH:47][C:44]=1[C:45]#[N:46]. Product: [C:1]([O:5][C:6]([N:8]1[CH2:9][CH2:10][CH:11]([CH2:14][CH2:15][C:16]([N:18]2[CH2:23][CH2:22][CH2:21][C@@H:20]([C:24](=[O:39])[NH:25][C@H:26]([C:32]3[CH:33]=[N:34][CH:35]=[C:36]([O:38][CH2:51][C:49]4[CH:48]=[CH:47][C:44]([C:45]#[N:46])=[C:43]([Br:42])[CH:50]=4)[CH:37]=3)[CH2:27][C:28]([O:30][CH3:31])=[O:29])[CH2:19]2)=[O:17])[CH2:12][CH2:13]1)=[O:7])([CH3:4])([CH3:2])[CH3:3]. The catalyst class is: 3. (3) Reactant: O=[C:2]([C:9]1([C:14]([F:17])([F:16])[F:15])[CH2:13][CH2:12][CH2:11][CH2:10]1)[CH2:3][C:4]([O:6][CH2:7][CH3:8])=[O:5].C([O-])(=O)C.[NH4+].C(O)(=O)C.[C:27]([BH3-])#[N:28].[Na+].[Cl:31][C:32]1[N:37]=C(Cl)[C:35]([F:39])=[CH:34][N:33]=1.C(N(CC)C(C)C)(C)C. Product: [Cl:31][C:32]1[N:37]=[C:27]([NH:28][CH:2]([C:9]2([C:14]([F:17])([F:16])[F:15])[CH2:13][CH2:12][CH2:11][CH2:10]2)[CH2:3][C:4]([O:6][CH2:7][CH3:8])=[O:5])[C:35]([F:39])=[CH:34][N:33]=1. The catalyst class is: 14. (4) Product: [CH2:42]([S:44]([N:18]1[CH2:19][CH2:20][CH:15]([CH2:14][CH2:13][C:9]2[C:8]3[C:12](=[C:4]([C:2]([NH2:1])=[O:3])[CH:5]=[C:6]([C:28]4[CH:33]=[CH:32][CH:31]=[CH:30][CH:29]=4)[CH:7]=3)[NH:11][CH:10]=2)[CH2:16][CH2:17]1)(=[O:46])=[O:45])[CH3:43]. Reactant: [NH2:1][C:2]([C:4]1[CH:5]=[C:6]([C:28]2[CH:33]=[CH:32][CH:31]=[CH:30][CH:29]=2)[CH:7]=[C:8]2[C:12]=1[NH:11][CH:10]=[C:9]2[CH2:13][CH2:14][CH:15]1[CH2:20][CH2:19][N:18](C(OC(C)(C)C)=O)[CH2:17][CH2:16]1)=[O:3].Cl.CCN(CC)CC.[CH2:42]([S:44](Cl)(=[O:46])=[O:45])[CH3:43]. The catalyst class is: 239. (5) Reactant: [F:1][C:2]1[CH:3]=[CH:4][C:5]2[N:14]([CH3:15])[CH2:13][C:12]3[C:8]4[C:9](=[N:26][CH:27]=[CH:28][C:7]=4[C:6]=2[CH:29]=1)[N:10]([S:16]([C:19]1[CH:25]=[CH:24][C:22]([CH3:23])=[CH:21][CH:20]=1)(=[O:18])=[O:17])[CH:11]=3.C([N-]C(C)C)(C)C.[Li+].[I:38]I. Product: [F:1][C:2]1[CH:3]=[CH:4][C:5]2[N:14]([CH3:15])[CH2:13][C:12]3[C:8]4[C:9](=[N:26][CH:27]=[CH:28][C:7]=4[C:6]=2[CH:29]=1)[N:10]([S:16]([C:19]1[CH:25]=[CH:24][C:22]([CH3:23])=[CH:21][CH:20]=1)(=[O:17])=[O:18])[C:11]=3[I:38]. The catalyst class is: 7. (6) Reactant: [Cl:1][C:2]1[CH:3]=[CH:4][C:5]2[CH:9]=[C:8]([S:10]([N:13]3[CH2:18][CH2:17][N:16]([CH2:19][CH:20]4[CH2:25][CH2:24][N:23]([C:26]5[CH:31]=[CH:30][N:29]=[C:28](Cl)[N:27]=5)[CH2:22][CH2:21]4)[C:15](=[O:33])[CH2:14]3)(=[O:12])=[O:11])[S:7][C:6]=2[CH:34]=1.[CH3:35][NH:36][CH3:37]. Product: [Cl:1][C:2]1[CH:3]=[CH:4][C:5]2[CH:9]=[C:8]([S:10]([N:13]3[CH2:18][CH2:17][N:16]([CH2:19][CH:20]4[CH2:21][CH2:22][N:23]([C:26]5[CH:31]=[CH:30][N:29]=[C:28]([N:36]([CH3:37])[CH3:35])[N:27]=5)[CH2:24][CH2:25]4)[C:15](=[O:33])[CH2:14]3)(=[O:11])=[O:12])[S:7][C:6]=2[CH:34]=1. The catalyst class is: 8. (7) Reactant: [CH3:1][O:2][C:3]1[CH:10]=[C:9]([O:11][CH3:12])[C:6]([CH:7]=O)=[C:5]([OH:13])[CH:4]=1.[C:14]([C:18]1[CH:23]=[CH:22][C:21]([C:24](=[O:30])[CH2:25][C:26](OC)=[O:27])=[CH:20][CH:19]=1)([CH3:17])([CH3:16])[CH3:15].N1CCCCC1. Product: [C:14]([C:18]1[CH:23]=[CH:22][C:21]([C:24]([C:25]2[C:26](=[O:27])[O:13][C:5]3[C:6]([CH:7]=2)=[C:9]([O:11][CH3:12])[CH:10]=[C:3]([O:2][CH3:1])[CH:4]=3)=[O:30])=[CH:20][CH:19]=1)([CH3:17])([CH3:15])[CH3:16]. The catalyst class is: 8. (8) Reactant: [CH3:1][O:2][C:3]1[CH:4]=[C:5]([C:14]([OH:16])=[O:15])[C:6](=[CH:10][C:11]=1[O:12][CH3:13])[C:7]([OH:9])=O. Product: [CH3:13][O:12][C:11]1[CH:10]=[C:6]2[C:5](=[CH:4][C:3]=1[O:2][CH3:1])[C:14](=[O:15])[O:16][C:7]2=[O:9]. The catalyst class is: 152. (9) Reactant: [C:1]([C:4]1[S:5][CH:6]=[CH:7][CH:8]=1)(=[O:3])[CH3:2].[Se](=O)=[O:10]. Product: [S:5]1[CH:6]=[CH:7][CH:8]=[C:4]1[C:1](=[O:3])[CH:2]=[O:10]. The catalyst class is: 7.